This data is from Full USPTO retrosynthesis dataset with 1.9M reactions from patents (1976-2016). The task is: Predict the reactants needed to synthesize the given product. (1) Given the product [NH2:30][C:5]1[CH:4]=[C:3]([C:1]#[N:2])[CH:8]=[CH:7][C:6]=1[C@@H:9]1[C:14]([C:15]#[N:16])=[C:13]([CH3:17])[N:12]([C:18]2[CH:23]=[CH:22][CH:21]=[C:20]([C:24]([F:27])([F:26])[F:25])[CH:19]=2)[C:11](=[O:28])[N:10]1[CH3:29], predict the reactants needed to synthesize it. The reactants are: [C:1]([C:3]1[CH:8]=[CH:7][C:6]([C@@H:9]2[C:14]([C:15]#[N:16])=[C:13]([CH3:17])[N:12]([C:18]3[CH:23]=[CH:22][CH:21]=[C:20]([C:24]([F:27])([F:26])[F:25])[CH:19]=3)[C:11](=[O:28])[N:10]2[CH3:29])=[C:5]([N+:30]([O-])=O)[CH:4]=1)#[N:2]. (2) Given the product [Br:1][C:2]1[CH:10]=[C:9]2[C:5]([CH2:6][C:7]3([CH2:17][CH2:16][CH:15]([O:19][CH3:20])[CH2:14][CH2:13]3)[C:8]2=[O:11])=[CH:4][CH:3]=1, predict the reactants needed to synthesize it. The reactants are: [Br:1][C:2]1[CH:10]=[C:9]2[C:5]([CH2:6][CH2:7][C:8]2=[O:11])=[CH:4][CH:3]=1.Br[CH2:13][CH2:14][CH:15]([O:19][CH3:20])[CH2:16][CH2:17]Br.[H-].[Na+]. (3) Given the product [C:2]([C:5]1[CH:10]([CH2:11][CH:12]2[CH2:21][CH2:20][C:19]3[C:14](=[CH:15][CH:16]=[C:17]([O:22][CH3:23])[CH:18]=3)[C:13]2=[O:24])[CH:9]=[CH:8][N:7]([CH2:25][C:26]2[CH:31]=[CH:30][C:29]([CH3:32])=[CH:28][CH:27]=2)[CH:6]=1)(=[O:4])[CH3:3], predict the reactants needed to synthesize it. The reactants are: [Br-].[C:2]([C:5]1[CH:6]=[N+:7]([CH2:25][C:26]2[CH:31]=[CH:30][C:29]([CH3:32])=[CH:28][CH:27]=2)[CH:8]=[CH:9][C:10]=1[CH2:11][CH:12]1[CH2:21][CH2:20][C:19]2[C:14](=[CH:15][CH:16]=[C:17]([O:22][CH3:23])[CH:18]=2)[C:13]1=[O:24])(=[O:4])[CH3:3].C1C(C(N)=O)=CN(CC2C=CC=CC=2)C=C1. (4) Given the product [Cl:1][C:2]1[CH:7]=[C:6]([F:8])[CH:5]=[CH:4][C:3]=1[NH:9][S:10]([CH:13]1[CH2:14][CH2:15][C:16]2([O:24][CH2:26]2)[CH:17]=[C:18]1[C:19]([O:21][CH2:22][CH3:23])=[O:20])(=[O:12])=[O:11], predict the reactants needed to synthesize it. The reactants are: [Cl:1][C:2]1[CH:7]=[C:6]([F:8])[CH:5]=[CH:4][C:3]=1[NH:9][S:10]([CH:13]1[C:18]([C:19]([O:21][CH2:22][CH3:23])=[O:20])=[CH:17][C:16](=[O:24])[CH2:15][CH2:14]1)(=[O:12])=[O:11].Br[CH2:26]Br.C([Li])CCC.CCCCCC.[Cl-].[NH4+]. (5) Given the product [Br:1][C:2]1[CH:19]=[CH:18][CH:17]=[CH:16][C:3]=1[CH2:4][N:5]1[CH:10]=[CH:9][CH:8]=[C:7]([C:11]([OH:13])=[O:12])[C:6]1=[O:15], predict the reactants needed to synthesize it. The reactants are: [Br:1][C:2]1[CH:19]=[CH:18][CH:17]=[CH:16][C:3]=1[CH2:4][N:5]1[CH:10]=[CH:9][CH:8]=[C:7]([C:11]([O:13]C)=[O:12])[C:6]1=[O:15].[OH-].[Na+]. (6) Given the product [Cl:1][C:2]1[CH:7]=[CH:6][C:5]([N:8]2[CH:13]=[CH:12][C:11](=[O:14])[C:10]([C:15](=[O:29])[C:16]3[CH:21]=[CH:20][C:19]([OH:22])=[CH:18][CH:17]=3)=[N:9]2)=[CH:4][CH:3]=1, predict the reactants needed to synthesize it. The reactants are: [Cl:1][C:2]1[CH:7]=[CH:6][C:5]([N:8]2[CH:13]=[CH:12][C:11](=[O:14])[C:10]([C:15](=[O:29])[C:16]3[CH:21]=[CH:20][C:19]([O:22]C4CCCCO4)=[CH:18][CH:17]=3)=[N:9]2)=[CH:4][CH:3]=1.Cl.O1CCOCC1.